Task: Predict the reactants needed to synthesize the given product.. Dataset: Full USPTO retrosynthesis dataset with 1.9M reactions from patents (1976-2016) (1) Given the product [CH2:25]([C:24]1[CH:23]=[C:22]([CH3:32])[NH:21][C:20](=[O:33])[C:19]=1[CH2:18][NH:17][C:11]([C:9]1[C:10]2[C:2]([CH3:1])=[N:3][N:4]([CH:14]([CH3:16])[CH3:15])[C:5]=2[N:6]=[CH:7][CH:8]=1)=[O:13])[C:26]1[CH:27]=[CH:28][CH:29]=[CH:30][CH:31]=1, predict the reactants needed to synthesize it. The reactants are: [CH3:1][C:2]1[C:10]2[C:9]([C:11]([OH:13])=O)=[CH:8][CH:7]=[N:6][C:5]=2[N:4]([CH:14]([CH3:16])[CH3:15])[N:3]=1.[NH2:17][CH2:18][C:19]1[C:20](=[O:33])[NH:21][C:22]([CH3:32])=[CH:23][C:24]=1[CH2:25][C:26]1[CH:31]=[CH:30][CH:29]=[CH:28][CH:27]=1. (2) The reactants are: [C:1]([O:10]C)(=O)[C:2]1[C:3](=[CH:5][CH:6]=[CH:7][CH:8]=1)[SH:4].[C:12]([C:14]1[CH:19]=[C:18]([CH2:20][CH2:21][CH2:22][O:23][CH2:24][CH2:25][C:26]([O:28][C:29]([CH3:32])([CH3:31])[CH3:30])=[O:27])[CH:17]=[CH:16][N:15]=1)#[N:13]. Given the product [O:10]=[C:1]1[C:2]2[CH:8]=[CH:7][CH:6]=[CH:5][C:3]=2[S:4][C:12]([C:14]2[CH:19]=[C:18]([CH2:20][CH2:21][CH2:22][O:23][CH2:24][CH2:25][C:26]([O:28][C:29]([CH3:32])([CH3:31])[CH3:30])=[O:27])[CH:17]=[CH:16][N:15]=2)=[N:13]1, predict the reactants needed to synthesize it. (3) Given the product [OH:9][C:8]1[CH:10]=[C:2]([CH:3]=[C:4]([OH:5])[C:6]=1[OH:7])[C:1]([NH:29][CH2:30][CH2:31][C:20]1[CH:19]=[CH:18][C:17]([N+:14]([O-:16])=[O:15])=[CH:22][CH:21]=1)=[O:12], predict the reactants needed to synthesize it. The reactants are: [C:1]([OH:12])(=O)[C:2]1[CH:10]=[C:8]([OH:9])[C:6]([OH:7])=[C:4]([OH:5])[CH:3]=1.Cl.[N+:14]([C:17]1(OCC)[CH:22]=[CH:21][C:20](N)=[CH:19][CH2:18]1)([O-:16])=[O:15].Cl.C[N:29](C)[CH2:30][CH2:31]CN=C=NCC.C(N(CC)CC)C. (4) Given the product [C:27]([C:24]1[CH:25]=[CH:26][C:21]([O:20][CH2:19][CH2:18][CH2:17][C:14]2[CH:15]=[CH:16][C:11]([O:10][CH2:9][CH2:8][CH2:7][CH:1]3[CH2:6][CH2:5][CH2:4][CH2:3][CH2:2]3)=[CH:12][CH:13]=2)=[C:22]([CH2:32][C:33]([N:35]2[CH2:40][CH2:39][CH:38]([C:41]([OH:43])=[O:42])[CH2:37][CH2:36]2)=[O:34])[CH:23]=1)([OH:29])=[O:28], predict the reactants needed to synthesize it. The reactants are: [CH:1]1([CH2:7][CH2:8][CH2:9][O:10][C:11]2[CH:16]=[CH:15][C:14]([CH2:17][CH2:18][CH2:19][O:20][C:21]3[CH:26]=[CH:25][C:24]([C:27]([O:29]CC)=[O:28])=[CH:23][C:22]=3[CH2:32][C:33]([N:35]3[CH2:40][CH2:39][CH:38]([C:41]([O:43]C)=[O:42])[CH2:37][CH2:36]3)=[O:34])=[CH:13][CH:12]=2)[CH2:6][CH2:5][CH2:4][CH2:3][CH2:2]1.[OH-].[Na+]. (5) Given the product [I:42][C:9]1[CH:14]=[CH:13][C:12]2[CH:15]3[CH2:20][CH2:19][N:18]([C:21]([O:23][C:24]([CH3:27])([CH3:26])[CH3:25])=[O:22])[CH2:17][CH:16]3[O:28][C:11]=2[CH:10]=1, predict the reactants needed to synthesize it. The reactants are: CC1(C)C(C)(C)OB([C:9]2[CH:14]=[CH:13][C:12]3[CH:15]4[CH2:20][CH2:19][N:18]([C:21]([O:23][C:24]([CH3:27])([CH3:26])[CH3:25])=[O:22])[CH2:17][CH:16]4[O:28][C:11]=3[CH:10]=2)O1.CC1C=CC(S(NCl)(=O)=O)=CC=1.[I-:42].[Na+].